Dataset: Forward reaction prediction with 1.9M reactions from USPTO patents (1976-2016). Task: Predict the product of the given reaction. Given the reactants [NH2:1][C:2]1[C:6]2[CH2:7][NH:8][CH2:9][CH2:10][C:5]=2[N:4]([C:11]2[CH:16]=[CH:15][C:14]([O:17][C:18]3[CH:23]=[CH:22][CH:21]=[CH:20][CH:19]=3)=[CH:13][CH:12]=2)[C:3]=1[C:24]([NH2:26])=[O:25].CCN(C(C)C)C(C)C.[C:36](Cl)(=[O:39])[CH:37]=[CH2:38], predict the reaction product. The product is: [C:36]([N:8]1[CH2:9][CH2:10][C:5]2[N:4]([C:11]3[CH:12]=[CH:13][C:14]([O:17][C:18]4[CH:23]=[CH:22][CH:21]=[CH:20][CH:19]=4)=[CH:15][CH:16]=3)[C:3]([C:24]([NH2:26])=[O:25])=[C:2]([NH2:1])[C:6]=2[CH2:7]1)(=[O:39])[CH:37]=[CH2:38].